From a dataset of Forward reaction prediction with 1.9M reactions from USPTO patents (1976-2016). Predict the product of the given reaction. Given the reactants [CH3:1][C:2]1[CH:7]=[CH:6][N:5]=[CH:4][C:3]=1[N:8]1[CH2:12][CH2:11][NH:10][C:9]1=[O:13].I[C:15]1[CH:16]=[N:17][N:18]([CH:20]([CH3:22])[CH3:21])[CH:19]=1.N[C@@H]1CCCC[C@H]1N.P([O-])([O-])([O-])=O.[K+].[K+].[K+], predict the reaction product. The product is: [CH:20]([N:18]1[CH:19]=[C:15]([N:10]2[CH2:11][CH2:12][N:8]([C:3]3[CH:4]=[N:5][CH:6]=[CH:7][C:2]=3[CH3:1])[C:9]2=[O:13])[CH:16]=[N:17]1)([CH3:22])[CH3:21].